From a dataset of HIV replication inhibition screening data with 41,000+ compounds from the AIDS Antiviral Screen. Binary Classification. Given a drug SMILES string, predict its activity (active/inactive) in a high-throughput screening assay against a specified biological target. The molecule is CCOC1CC2OC(=O)C1C=C2C(=O)OC. The result is 0 (inactive).